Dataset: Catalyst prediction with 721,799 reactions and 888 catalyst types from USPTO. Task: Predict which catalyst facilitates the given reaction. (1) Reactant: C(O)(C(F)(F)F)=O.[CH3:8][O:9][C:10]([NH:12][CH2:13][C@H:14]1[O:19][CH2:18][CH2:17][N:16](C(OC(C)(C)C)=O)[CH2:15]1)=[O:11]. Product: [CH3:8][O:9][C:10](=[O:11])[NH:12][CH2:13][C@H:14]1[O:19][CH2:18][CH2:17][NH:16][CH2:15]1. The catalyst class is: 4. (2) Reactant: [Cl:1][C:2]1[CH:3]=[N:4][CH:5]=[C:6]([Cl:37])[C:7]=1[NH:8][C:9]1[NH:13][C:12]2[C:14]3[CH2:15][C:16]([CH3:36])([CH3:35])[O:17][C:18]=3[C:19]([C:21]([NH:23][C:24]3[CH:29]=[CH:28][C:27]([F:30])=[C:26]([C:31]([F:34])([F:33])[F:32])[CH:25]=3)=[O:22])=[CH:20][C:11]=2[N:10]=1.[CH3:38][S:39]([OH:42])(=[O:41])=[O:40]. Product: [CH3:38][S:39]([OH:42])(=[O:41])=[O:40].[Cl:1][C:2]1[CH:3]=[N:4][CH:5]=[C:6]([Cl:37])[C:7]=1[NH:8][C:9]1[NH:13][C:12]2[C:14]3[CH2:15][C:16]([CH3:35])([CH3:36])[O:17][C:18]=3[C:19]([C:21]([NH:23][C:24]3[CH:29]=[CH:28][C:27]([F:30])=[C:26]([C:31]([F:34])([F:32])[F:33])[CH:25]=3)=[O:22])=[CH:20][C:11]=2[N:10]=1. The catalyst class is: 21. (3) Reactant: [Cl-].[Al+3].[Cl-].[Cl-].[CH2:5]([CH:7]1[CH2:13][C:12]2[S:14][CH:15]=[CH:16][C:11]=2[C:10](=O)[CH2:9][N:8]1[C:18]([O:20][CH2:21][CH3:22])=[O:19])[CH3:6].[Br:23]NC(=O)CCC(N)=O. Product: [Br:23][C:15]1[S:14][C:12]2[CH2:13][CH:7]([CH2:5][CH3:6])[N:8]([C:18]([O:20][CH2:21][CH3:22])=[O:19])[CH2:9][CH2:10][C:11]=2[CH:16]=1. The catalyst class is: 2. (4) Reactant: [CH3:13][C:12]([O:11][C:9](O[C:9]([O:11][C:12]([CH3:15])([CH3:14])[CH3:13])=[O:10])=[O:10])([CH3:15])[CH3:14].[NH2:16][C@@:17]1([CH2:24][C:25]#[CH:26])[CH2:21][CH2:20][N:19]([CH3:22])[C:18]1=[O:23]. Product: [CH3:22][N:19]1[CH2:20][CH2:21][C@@:17]([NH:16][C:9](=[O:10])[O:11][C:12]([CH3:13])([CH3:14])[CH3:15])([CH2:24][C:25]#[CH:26])[C:18]1=[O:23]. The catalyst class is: 2. (5) Reactant: Cl[C:2]1[C:11]2=[N:12][N:13](CC3C=CC(OC)=CC=3)[CH:14]=[C:10]2[C:9]2[CH:8]=[C:7]([O:24][CH2:25][CH3:26])[C:6]([O:27][CH2:28][CH3:29])=[CH:5][C:4]=2[N:3]=1.[NH:30]1[C:38]2[C:33](=[CH:34][CH:35]=[C:36]([NH2:39])[CH:37]=2)[CH:32]=[N:31]1.Cl. Product: [CH2:28]([O:27][C:6]1[C:7]([O:24][CH2:25][CH3:26])=[CH:8][C:9]2[C:10]3[C:11](=[N:12][NH:13][CH:14]=3)[C:2]([NH:39][C:36]3[CH:37]=[C:38]4[C:33]([CH:32]=[N:31][NH:30]4)=[CH:34][CH:35]=3)=[N:3][C:4]=2[CH:5]=1)[CH3:29]. The catalyst class is: 71. (6) Reactant: [CH3:1][O:2][C:3]1[NH:7][C:6]2[CH:8]=[C:9]([OH:13])[CH:10]=[C:11]([CH3:12])[C:5]=2[N:4]=1.[Cl:14][C:15]1[CH:20]=[C:19](Cl)[N:18]=[CH:17][N:16]=1.C(=O)([O-])[O-].[K+].[K+]. The catalyst class is: 3. Product: [Cl:14][C:15]1[N:16]=[CH:17][N:18]=[C:19]([O:13][C:9]2[CH:10]=[C:11]([CH3:12])[C:5]3[N:4]=[C:3]([O:2][CH3:1])[NH:7][C:6]=3[CH:8]=2)[CH:20]=1. (7) Reactant: [H-].[H-].[H-].[H-].[Li+].[Al+3].[CH3:7][C:8]1[CH2:9][CH:10]([C:14](OCC)=[O:15])[CH2:11][C:12]=1[CH3:13]. Product: [CH3:7][C:8]1[CH2:9][CH:10]([CH2:14][OH:15])[CH2:11][C:12]=1[CH3:13]. The catalyst class is: 1. (8) Reactant: Cl[C:2]1[N:7]=[C:6]([N:8]2[C@@H:12]([CH:13]([CH3:15])[CH3:14])[CH2:11][O:10][C:9]2=[O:16])[CH:5]=[CH:4][N:3]=1.[F:17][C:18]([F:28])([F:27])[CH:19]([C:21]1[CH:26]=[CH:25][CH:24]=[CH:23][CH:22]=1)[NH2:20].O.C1(C)C=CC(S(O)(=O)=O)=CC=1.CC#N. Product: [CH:13]([C@H:12]1[CH2:11][O:10][C:9](=[O:16])[N:8]1[C:6]1[CH:5]=[CH:4][N:3]=[C:2]([NH:20][CH:19]([C:21]2[CH:26]=[CH:25][CH:24]=[CH:23][CH:22]=2)[C:18]([F:17])([F:27])[F:28])[N:7]=1)([CH3:15])[CH3:14]. The catalyst class is: 114. (9) The catalyst class is: 448. Reactant: [SH:1][C@@H:2]([CH2:6][CH2:7][CH2:8][CH3:9])[CH2:3][CH2:4][OH:5].[C:10](Cl)(=[O:12])[CH3:11]. Product: [C:10]([O:5][CH2:4][CH2:3][CH:2]([SH:1])[CH2:6][CH2:7][CH2:8][CH3:9])(=[O:12])[CH3:11]. (10) Reactant: [CH3:1][C:2]1([CH3:16])[CH2:10][C:9]2[NH:8][N:7]=[C:6]([C:11]([F:14])([F:13])[F:12])[C:5]=2[C:4](=[O:15])[CH2:3]1.[H-].[Na+].[OH:19][CH:20]([CH2:32][OH:33])[CH2:21][NH:22][C:23]1[CH:30]=[C:29](F)[CH:28]=[CH:27][C:24]=1[C:25]#[N:26].[NH4+].[Cl-]. Product: [OH:19][CH:20]([CH2:32][OH:33])[CH2:21][NH:22][C:23]1[CH:30]=[C:29]([N:8]2[C:9]3[CH2:10][C:2]([CH3:16])([CH3:1])[CH2:3][C:4](=[O:15])[C:5]=3[C:6]([C:11]([F:14])([F:13])[F:12])=[N:7]2)[CH:28]=[CH:27][C:24]=1[C:25]#[N:26]. The catalyst class is: 44.